From a dataset of Full USPTO retrosynthesis dataset with 1.9M reactions from patents (1976-2016). Predict the reactants needed to synthesize the given product. (1) Given the product [CH2:20]([O:22][C:23]([C:25]1[NH:26][C:27]2[C:32]([C:33]=1[C:52]1[CH:51]=[N:50][C:49]([O:48][CH:45]([CH3:47])[CH3:46])=[CH:54][CH:53]=1)=[CH:31][C:30]([C:35]1[CH:40]=[CH:39][C:38]([C:41]([F:44])([F:43])[F:42])=[CH:37][CH:36]=1)=[CH:29][CH:28]=2)=[O:24])[CH3:21], predict the reactants needed to synthesize it. The reactants are: C1(P(C2CCCCC2)C2CCCCC2)CCCCC1.[CH2:20]([O:22][C:23]([C:25]1[NH:26][C:27]2[C:32]([C:33]=1I)=[CH:31][C:30]([C:35]1[CH:40]=[CH:39][C:38]([C:41]([F:44])([F:43])[F:42])=[CH:37][CH:36]=1)=[CH:29][CH:28]=2)=[O:24])[CH3:21].[CH:45]([O:48][C:49]1[CH:54]=[CH:53][C:52](B2OC(C)(C)C(C)(C)O2)=[CH:51][N:50]=1)([CH3:47])[CH3:46].C([O-])([O-])=O.[Na+].[Na+]. (2) Given the product [F:17][C:2]([F:1])([F:18])[C:3]1[NH:4][C:5]([C:14]([N:44]2[CH2:45][CH2:46][N:33]([C:37]3[CH:36]=[C:41]([CH:40]=[CH:39][CH:38]=3)[C:30]([NH2:21])=[O:31])[CH2:43][CH2:42]2)=[O:16])=[C:6]([C:8]2[CH:9]=[CH:10][CH:11]=[CH:12][CH:13]=2)[N:7]=1, predict the reactants needed to synthesize it. The reactants are: [F:1][C:2]([F:18])([F:17])[C:3]1[NH:4][C:5]([C:14]([OH:16])=O)=[C:6]([C:8]2[CH:13]=[CH:12][CH:11]=[CH:10][CH:9]=2)[N:7]=1.Cl.C[N:21]([CH3:30])CCCN=C=NCC.[OH2:31].O[N:33]1[C:37]2[CH:38]=[CH:39][CH:40]=[CH:41][C:36]=2N=N1.[CH2:42]([N:44](CC)[CH2:45][CH3:46])[CH3:43].